From a dataset of Reaction yield outcomes from USPTO patents with 853,638 reactions. Predict the reaction yield, written as a fraction of the theoretical maximum amount of product (1.0 means a 100% yield; for example, 0.34 means a 34% yield). (1) The reactants are [C:1]([O:5][C:6](=[O:25])[N:7]([CH2:11][CH2:12][O:13][C:14]1[N:19]=[C:18]([O:20][CH3:21])[C:17]([N+:22]([O-])=O)=[CH:16][N:15]=1)[CH2:8][CH2:9][CH3:10])([CH3:4])([CH3:3])[CH3:2].C([O-])=O.[NH4+]. The catalyst is [Pd].O. The product is [C:1]([O:5][C:6](=[O:25])[N:7]([CH2:11][CH2:12][O:13][C:14]1[N:19]=[C:18]([O:20][CH3:21])[C:17]([NH2:22])=[CH:16][N:15]=1)[CH2:8][CH2:9][CH3:10])([CH3:2])([CH3:3])[CH3:4]. The yield is 0.447. (2) The reactants are [CH3:1][O:2][C:3](=[O:21])[C:4]1[CH:9]=[CH:8][C:7]([S:10][C:11]2[CH:16]=[CH:15][C:14]([NH2:17])=[CH:13][CH:12]=2)=[C:6]([N+:18]([O-:20])=[O:19])[CH:5]=1.[CH3:22][C:23]([O:26][C:27](O[C:27]([O:26][C:23]([CH3:25])([CH3:24])[CH3:22])=[O:28])=[O:28])([CH3:25])[CH3:24]. The catalyst is O1CCOCC1. The product is [CH3:1][O:2][C:3](=[O:21])[C:4]1[CH:9]=[CH:8][C:7]([S:10][C:11]2[CH:12]=[CH:13][C:14]([NH:17][C:27]([O:26][C:23]([CH3:25])([CH3:24])[CH3:22])=[O:28])=[CH:15][CH:16]=2)=[C:6]([N+:18]([O-:20])=[O:19])[CH:5]=1. The yield is 0.930. (3) The reactants are Cl[C:2]1[C:11]2[C:6](=[CH:7][C:8]([S:12]([O:15][C:16]3[C:21]([F:22])=[C:20]([F:23])[C:19]([F:24])=[C:18]([F:25])[C:17]=3[F:26])(=[O:14])=[O:13])=[CH:9][CH:10]=2)[CH:5]=[CH:4][N:3]=1.[F:27][C:28]1[CH:29]=[C:30]([C:35]2[CH:40]=[CH:39][C:38](B(O)O)=[C:37]([O:44][CH3:45])[CH:36]=2)[CH:31]=[C:32]([F:34])[CH:33]=1.C(=O)([O-])[O-].[K+].[K+]. The catalyst is C1C=CC([P]([Pd]([P](C2C=CC=CC=2)(C2C=CC=CC=2)C2C=CC=CC=2)([P](C2C=CC=CC=2)(C2C=CC=CC=2)C2C=CC=CC=2)[P](C2C=CC=CC=2)(C2C=CC=CC=2)C2C=CC=CC=2)(C2C=CC=CC=2)C2C=CC=CC=2)=CC=1. The product is [F:27][C:28]1[CH:29]=[C:30]([C:35]2[CH:40]=[CH:39][C:38]([C:2]3[C:11]4[C:6](=[CH:7][C:8]([S:12]([O:15][C:16]5[C:21]([F:22])=[C:20]([F:23])[C:19]([F:24])=[C:18]([F:25])[C:17]=5[F:26])(=[O:14])=[O:13])=[CH:9][CH:10]=4)[CH:5]=[CH:4][N:3]=3)=[C:37]([O:44][CH3:45])[CH:36]=2)[CH:31]=[C:32]([F:34])[CH:33]=1. The yield is 0.656. (4) The reactants are [H-].[H-].[H-].[H-].[Li+].[Al+3].C([O:9][C:10](=O)[C:11]([CH2:41][CH:42]1[CH2:44][CH2:43]1)([O:17][C:18]1[CH:40]=[CH:39][C:21]2[C:22]3[N:26]([CH2:27][CH2:28][O:29][C:20]=2[CH:19]=1)[CH:25]=[C:24]([C:30]1[N:31]([CH:36]([CH3:38])[CH3:37])[N:32]=[C:33]([CH3:35])[N:34]=1)[N:23]=3)[C:12](OCC)=[O:13])C.CCOC(C)=O.[C@H](O)(C([O-])=O)[C@@H](O)C([O-])=O.[Na+].[K+]. The catalyst is C1COCC1. The product is [CH:42]1([CH2:41][C:11]([O:17][C:18]2[CH:40]=[CH:39][C:21]3[C:22]4[N:26]([CH2:27][CH2:28][O:29][C:20]=3[CH:19]=2)[CH:25]=[C:24]([C:30]2[N:31]([CH:36]([CH3:38])[CH3:37])[N:32]=[C:33]([CH3:35])[N:34]=2)[N:23]=4)([CH2:10][OH:9])[CH2:12][OH:13])[CH2:44][CH2:43]1. The yield is 0.770. (5) The reactants are C([NH:5][S:6]([C:9]1[CH:14]=[CH:13][CH:12]=[C:11]([C:15]2[N:16]=[CH:17][N:18]([C:20]3[CH:25]=[C:24]([CH3:26])[CH:23]=[C:22]([C:27]4[CH:32]=[CH:31][C:30]([Cl:33])=[CH:29][CH:28]=4)[N:21]=3)[CH:19]=2)[CH:10]=1)(=[O:8])=[O:7])(C)(C)C.C(O)(C(F)(F)F)=O. No catalyst specified. The product is [Cl:33][C:30]1[CH:31]=[CH:32][C:27]([C:22]2[N:21]=[C:20]([N:18]3[CH:19]=[C:15]([C:11]4[CH:10]=[C:9]([S:6]([NH2:5])(=[O:7])=[O:8])[CH:14]=[CH:13][CH:12]=4)[N:16]=[CH:17]3)[CH:25]=[C:24]([CH3:26])[CH:23]=2)=[CH:28][CH:29]=1. The yield is 1.01.